Dataset: Full USPTO retrosynthesis dataset with 1.9M reactions from patents (1976-2016). Task: Predict the reactants needed to synthesize the given product. (1) Given the product [C:2]([N:4]([CH2:6][CH2:7][CH2:8][NH:9][C:10](=[O:16])[O:11][C:12]([CH3:13])([CH3:15])[CH3:14])[NH2:5])#[N:1], predict the reactants needed to synthesize it. The reactants are: [N:1]#[C:2]Br.[NH:4]([CH2:6][CH2:7][CH2:8][NH:9][C:10](=[O:16])[O:11][C:12]([CH3:15])([CH3:14])[CH3:13])[NH2:5].C(=O)([O-])[O-].[Na+].[Na+]. (2) The reactants are: [CH2:1]([C:9]1[CH:14]=[CH:13][NH:12][C:11](=[O:15])[N:10]=1)[CH2:2][C:3]1[CH:8]=[CH:7][CH:6]=[CH:5][CH:4]=1.Br[C:17]1[CH:18]=[CH:19][C:20]2[C:21]3[CH2:31][N:30]([C:32]([O:34]CCCC)=[O:33])[CH2:29][CH2:28][CH2:27][C:22]=3[N:23]([CH3:26])[C:24]=2[CH:25]=1.OC1C=C[CH:43]=[C:44]2[C:49]=1N=CC=[CH:45]2.C([O-])([O-])=O.[Cs+].[Cs+]. Given the product [CH3:26][N:23]1[C:24]2[CH:25]=[C:17]([N:12]3[CH:13]=[CH:14][C:9]([CH2:1][CH2:2][C:3]4[CH:4]=[CH:5][CH:6]=[CH:7][CH:8]=4)=[N:10][C:11]3=[O:15])[CH:18]=[CH:19][C:20]=2[C:21]2[CH2:31][N:30]([C:32]([O:34][C:44]([CH3:49])([CH3:45])[CH3:43])=[O:33])[CH2:29][CH2:28][CH2:27][C:22]1=2, predict the reactants needed to synthesize it.